Predict the product of the given reaction. From a dataset of Forward reaction prediction with 1.9M reactions from USPTO patents (1976-2016). (1) Given the reactants [CH2:1]([N:8]1[CH2:17][C:16]2[C:11](=[CH:12][C:13]3[NH:20][N:19]=[C:18]([C:21]4[CH:26]=[C:25]([CH3:27])[N:24]=[C:23]([CH3:28])[CH:22]=4)[C:14]=3[CH:15]=2)[NH:10][C:9]1=[O:29])[C:2]1[CH:7]=[CH:6][CH:5]=[CH:4][CH:3]=1.C([O-])([O-])=O.[Cs+].[Cs+].[P:36]([O:48][CH2:49]Cl)([O:43][C:44]([CH3:47])([CH3:46])[CH3:45])([O:38][C:39]([CH3:42])([CH3:41])[CH3:40])=[O:37], predict the reaction product. The product is: [P:36]([O:38][C:39]([CH3:42])([CH3:41])[CH3:40])([O:43][C:44]([CH3:45])([CH3:47])[CH3:46])([O:48][CH2:49][N:20]1[C:13]2[CH:12]=[C:11]3[C:16]([CH2:17][N:8]([CH2:1][C:2]4[CH:3]=[CH:4][CH:5]=[CH:6][CH:7]=4)[C:9](=[O:29])[NH:10]3)=[CH:15][C:14]=2[C:18]([C:21]2[CH:22]=[C:23]([CH3:28])[N:24]=[C:25]([CH3:27])[CH:26]=2)=[N:19]1)=[O:37]. (2) Given the reactants [CH3:1][O:2][C:3](=[O:20])[NH:4][C:5]1[CH:10]=[CH:9][C:8]([NH:11][CH2:12][CH:13]2[CH2:18][CH2:17][CH2:16][CH2:15][CH2:14]2)=[C:7]([NH2:19])[CH:6]=1.[CH3:21][C:22]([CH3:27])([CH3:26])[C:23](Cl)=O, predict the reaction product. The product is: [CH3:1][O:2][C:3](=[O:20])[NH:4][C:5]1[CH:10]=[CH:9][C:8]2[N:11]([CH2:12][CH:13]3[CH2:14][CH2:15][CH2:16][CH2:17][CH2:18]3)[C:21]([C:22]([CH3:27])([CH3:26])[CH3:23])=[N:19][C:7]=2[CH:6]=1. (3) Given the reactants [CH2:1]([O:8][C:9]1[N:14]=[C:13]([C:15]([OH:17])=O)[CH:12]=[CH:11][C:10]=1[N+:18]([O-:20])=[O:19])[C:2]1[CH:7]=[CH:6][CH:5]=[CH:4][CH:3]=1.Cl.[F:22][C:23]1[CH:24]=[C:25]([C@@H:34]([C:36]2[C:41]([F:42])=[CH:40][CH:39]=[CH:38][N:37]=2)[NH2:35])[CH:26]=[CH:27][C:28]=1[O:29][C:30]([F:33])([F:32])[F:31].CN(C(ON1N=NC2C=CC=NC1=2)=[N+](C)C)C.F[P-](F)(F)(F)(F)F.CCN(C(C)C)C(C)C, predict the reaction product. The product is: [CH2:1]([O:8][C:9]1[N:14]=[C:13]([C:15]([NH:35][C@@H:34]([C:25]2[CH:26]=[CH:27][C:28]([O:29][C:30]([F:33])([F:31])[F:32])=[C:23]([F:22])[CH:24]=2)[C:36]2[C:41]([F:42])=[CH:40][CH:39]=[CH:38][N:37]=2)=[O:17])[CH:12]=[CH:11][C:10]=1[N+:18]([O-:20])=[O:19])[C:2]1[CH:3]=[CH:4][CH:5]=[CH:6][CH:7]=1. (4) Given the reactants [CH3:1][O:2][C:3]([CH:5]1[CH2:9][O:8][C:7]([C@H:10]([NH:12][C:13]([O:15][C:16]([CH3:19])([CH3:18])[CH3:17])=[O:14])[CH3:11])=[N:6]1)=[O:4].C1CCN2C(=NCCC2)CC1.BrC(Cl)(Cl)Cl, predict the reaction product. The product is: [CH3:1][O:2][C:3]([C:5]1[N:6]=[C:7]([C@H:10]([NH:12][C:13]([O:15][C:16]([CH3:17])([CH3:19])[CH3:18])=[O:14])[CH3:11])[O:8][CH:9]=1)=[O:4]. (5) The product is: [CH3:31][C:28]1[CH:29]=[CH:30][C:25]([C:23]2[N:5]([C:6]3[CH:7]=[N:8][CH:9]=[CH:10][CH:11]=3)[N:1]=[C:16]([C:15]([OH:14])=[O:32])[N:22]=2)=[N:26][CH:27]=1. Given the reactants [N:1]([O-])=O.[Na+].[NH2:5][C:6]1[CH:7]=[N:8][CH:9]=[CH:10][CH:11]=1.C([O:14][C:15](=[O:32])[CH:16]([NH:22][C:23]([C:25]1[CH:30]=[CH:29][C:28]([CH3:31])=[CH:27][N:26]=1)=O)C(OCC)=O)C.C(=O)([O-])[O-].[K+].[K+].C[O-].[Na+].[OH-].[Na+], predict the reaction product. (6) Given the reactants [OH-].[K+].[CH2:3]([C:9]1[C:10]2[NH:14][C:13]([C:15]([C:49]3[CH:54]=[CH:53][C:52]([C:55]([O:57]C)=[O:56])=[CH:51][CH:50]=3)=[C:16]3[N:48]=[C:19]([C:20]([C:38]4[CH:43]=[CH:42][C:41]([C:44]([O:46]C)=[O:45])=[CH:40][CH:39]=4)=[C:21]4[NH:37][C:24](=[C:25]([CH2:31][CH2:32][CH2:33][CH2:34][CH2:35][CH3:36])[C:26]5[CH:27]=[CH:28][C:29]=1[N:30]=5)[CH:23]=[CH:22]4)[CH:18]=[CH:17]3)=[CH:12][CH:11]=2)[CH2:4][CH2:5][CH2:6][CH2:7][CH3:8].O.Cl, predict the reaction product. The product is: [C:44]([C:41]1[CH:42]=[CH:43][C:38]([C:20]2[C:21]3[NH:37][C:24]([C:25]([CH2:31][CH2:32][CH2:33][CH2:34][CH2:35][CH3:36])=[C:26]4[N:30]=[C:29]([C:9]([CH2:3][CH2:4][CH2:5][CH2:6][CH2:7][CH3:8])=[C:10]5[NH:14][C:13](=[C:15]([C:49]6[CH:50]=[CH:51][C:52]([C:55]([OH:57])=[O:56])=[CH:53][CH:54]=6)[C:16]6[CH:17]=[CH:18][C:19]=2[N:48]=6)[CH:12]=[CH:11]5)[CH:28]=[CH:27]4)=[CH:23][CH:22]=3)=[CH:39][CH:40]=1)([OH:46])=[O:45]. (7) Given the reactants Br[C:2]1[CH:3]=[C:4]([N+:9]([O-:11])=[O:10])[CH:5]=[CH:6][C:7]=1[Cl:8].B1([C:18]2[CH:23]=[CH:22][CH:21]=[N:20][CH:19]=2)OCCCO1.C([O-])([O-])=O.[Na+].[Na+], predict the reaction product. The product is: [Cl:8][C:7]1[CH:6]=[CH:5][C:4]([N+:9]([O-:11])=[O:10])=[CH:3][C:2]=1[C:18]1[CH:19]=[N:20][CH:21]=[CH:22][CH:23]=1. (8) Given the reactants C([O:3][C:4](=[O:27])/[CH:5]=[CH:6]/[C:7]([N:9]1[C:14]2[CH:15]=[C:16]([Cl:20])[CH:17]=[C:18]([CH3:19])[C:13]=2[O:12][CH:11]([C:21]2[CH:26]=[CH:25][CH:24]=[CH:23][CH:22]=2)[CH2:10]1)=[O:8])C.[OH-].[Na+], predict the reaction product. The product is: [Cl:20][C:16]1[CH:17]=[C:18]([CH3:19])[C:13]2[O:12][CH:11]([C:21]3[CH:22]=[CH:23][CH:24]=[CH:25][CH:26]=3)[CH2:10][N:9]([C:7](=[O:8])/[CH:6]=[CH:5]/[C:4]([OH:27])=[O:3])[C:14]=2[CH:15]=1.